Dataset: Peptide-MHC class I binding affinity with 185,985 pairs from IEDB/IMGT. Task: Regression. Given a peptide amino acid sequence and an MHC pseudo amino acid sequence, predict their binding affinity value. This is MHC class I binding data. (1) The peptide sequence is EYIDSAWEW. The MHC is HLA-A68:02 with pseudo-sequence HLA-A68:02. The binding affinity (normalized) is 0. (2) The peptide sequence is SVEKVGINLV. The MHC is HLA-A02:01 with pseudo-sequence HLA-A02:01. The binding affinity (normalized) is 0. (3) The peptide sequence is TSEHGGRAY. The MHC is HLA-A01:01 with pseudo-sequence HLA-A01:01. The binding affinity (normalized) is 0.441. (4) The peptide sequence is TSSVDEQIQW. The MHC is Mamu-B17 with pseudo-sequence Mamu-B17. The binding affinity (normalized) is 0.209. (5) The peptide sequence is RQAGVQYSR. The MHC is HLA-B53:01 with pseudo-sequence HLA-B53:01. The binding affinity (normalized) is 0. (6) The peptide sequence is VPLRPMTY. The MHC is HLA-B35:01 with pseudo-sequence HLA-B35:01. The binding affinity (normalized) is 0.0392. (7) The peptide sequence is LSISCPNSL. The MHC is HLA-B15:03 with pseudo-sequence HLA-B15:03. The binding affinity (normalized) is 0.487.